This data is from Forward reaction prediction with 1.9M reactions from USPTO patents (1976-2016). The task is: Predict the product of the given reaction. (1) Given the reactants C(OC([N:8]1[CH2:12][CH2:11][CH:10]([CH2:13][NH:14][CH2:15][C:16]2[CH:21]=[CH:20][C:19]([CH3:22])=[C:18]([N+:23]([O-:25])=[O:24])[CH:17]=2)[CH2:9]1)=O)(C)(C)C.Cl, predict the reaction product. The product is: [CH3:22][C:19]1[CH:20]=[CH:21][C:16]([CH2:15][NH:14][CH2:13][CH:10]2[CH2:11][CH2:12][NH:8][CH2:9]2)=[CH:17][C:18]=1[N+:23]([O-:25])=[O:24]. (2) Given the reactants [OH:1][CH:2]([C:6]1[CH:11]=[CH:10][C:9]([C:12]2[N:16]=[C:15]([C:17]3[O:21][N:20]=[C:19]([C:22]4[CH:27]=[CH:26][CH:25]=[CH:24][CH:23]=4)[C:18]=3[C:28]([F:31])([F:30])[F:29])[O:14][N:13]=2)=[CH:8][CH:7]=1)[C:3]([OH:5])=O.[S:32]1[CH:36]=[C:35]([CH2:37][CH2:38][NH2:39])[N:34]=[CH:33]1.CN1CCOCC1.CN(C(ON1N=NC2C=CC=NC1=2)=[N+](C)C)C.F[P-](F)(F)(F)(F)F, predict the reaction product. The product is: [OH:1][CH:2]([C:6]1[CH:7]=[CH:8][C:9]([C:12]2[N:16]=[C:15]([C:17]3[O:21][N:20]=[C:19]([C:22]4[CH:23]=[CH:24][CH:25]=[CH:26][CH:27]=4)[C:18]=3[C:28]([F:31])([F:30])[F:29])[O:14][N:13]=2)=[CH:10][CH:11]=1)[C:3]([NH:39][CH2:38][CH2:37][C:35]1[N:34]=[CH:33][S:32][CH:36]=1)=[O:5]. (3) Given the reactants [Br:1][C:2]1[C:3]([O:12][CH3:13])=[C:4]([CH2:10]O)[CH:5]=[C:6]([O:8][CH3:9])[CH:7]=1.O=S(Cl)[Cl:16].O, predict the reaction product. The product is: [Br:1][C:2]1[CH:7]=[C:6]([O:8][CH3:9])[CH:5]=[C:4]([CH2:10][Cl:16])[C:3]=1[O:12][CH3:13]. (4) Given the reactants [CH2:1]([O:8][C:9]1[C:10](=[O:18])[CH:11]=[C:12]([CH:15]([F:17])[F:16])O[CH:14]=1)[C:2]1[CH:7]=[CH:6][CH:5]=[CH:4][CH:3]=1.[OH-].[NH4+:20].C(Cl)Cl.CCOC(C)=O, predict the reaction product. The product is: [CH2:1]([O:8][C:9]1[C:10](=[O:18])[CH:11]=[C:12]([CH:15]([F:17])[F:16])[NH:20][CH:14]=1)[C:2]1[CH:7]=[CH:6][CH:5]=[CH:4][CH:3]=1. (5) Given the reactants [NH2:1][C:2]1[CH:28]=[CH:27][C:5]([O:6][CH:7]([CH3:26])[C:8]([O:10][CH2:11][CH2:12][O:13][C:14](=[O:25])[CH:15]([O:17][C:18]2[CH:23]=[CH:22][C:21]([NH2:24])=[CH:20][CH:19]=2)[CH3:16])=[O:9])=[CH:4][CH:3]=1.Cl[C:30](Cl)([O:32]C(=O)OC(Cl)(Cl)Cl)Cl.[O:41]1CCOC[CH2:42]1, predict the reaction product. The product is: [N:24]([C:21]1[CH:20]=[CH:19][C:18]([O:17][CH:15]([CH3:16])[C:14]([O:13][CH2:12][CH2:11][O:10][C:8](=[O:9])[CH:7]([O:6][C:5]2[CH:27]=[CH:28][C:2]([N:1]=[C:42]=[O:41])=[CH:3][CH:4]=2)[CH3:26])=[O:25])=[CH:23][CH:22]=1)=[C:30]=[O:32]. (6) Given the reactants [H-].[Na+].[Cl:3][C:4]1[N:5]=[CH:6][C:7]2[C:12]([CH:13]=1)=[CH:11][C:10]([C:14]1[CH:15]=[N:16][N:17]([CH2:19][C:20]([CH3:23])([OH:22])[CH3:21])[CH:18]=1)=[CH:9][CH:8]=2.I[CH3:25], predict the reaction product. The product is: [Cl:3][C:4]1[N:5]=[CH:6][C:7]2[C:12]([CH:13]=1)=[CH:11][C:10]([C:14]1[CH:15]=[N:16][N:17]([CH2:19][C:20]([O:22][CH3:25])([CH3:23])[CH3:21])[CH:18]=1)=[CH:9][CH:8]=2. (7) Given the reactants Br[C:2]1[S:6][C:5]([C:7]2[CH:12]=[C:11]([C:13]3[CH:18]=[CH:17][C:16]([Cl:19])=[C:15]([Cl:20])[CH:14]=3)[CH:10]=[C:9]([CH3:21])[N:8]=2)=[CH:4][CH:3]=1.[NH2:22][C:23]1[N:28]=[CH:27][C:26](B2OC(C)(C)C(C)(C)O2)=[CH:25][N:24]=1, predict the reaction product. The product is: [Cl:20][C:15]1[CH:14]=[C:13]([C:11]2[CH:10]=[C:9]([CH3:21])[N:8]=[C:7]([C:5]3[S:6][C:2]([C:26]4[CH:25]=[N:24][C:23]([NH2:22])=[N:28][CH:27]=4)=[CH:3][CH:4]=3)[CH:12]=2)[CH:18]=[CH:17][C:16]=1[Cl:19].